Dataset: Catalyst prediction with 721,799 reactions and 888 catalyst types from USPTO. Task: Predict which catalyst facilitates the given reaction. (1) Reactant: [NH2:1][C:2]([C:12]1[CH:17]=[C:16]([Br:18])[CH:15]=[CH:14][C:13]=1[F:19])([CH3:11])[CH2:3][C:4]1([SH:10])[CH2:9][CH2:8][O:7][CH2:6][CH2:5]1.Br[C:21]#[N:22].C(N(C(C)C)C(C)C)C. Product: [Br:18][C:16]1[CH:15]=[CH:14][C:13]([F:19])=[C:12]([C:2]2([CH3:11])[CH2:3][C:4]3([CH2:9][CH2:8][O:7][CH2:6][CH2:5]3)[S:10][C:21]([NH2:22])=[N:1]2)[CH:17]=1. The catalyst class is: 14. (2) Reactant: C(OC([NH:8][C@@H:9]1[CH2:11][C@H:10]1[C:12]1[CH:13]=[C:14]([CH:19]=[CH:20][C:21]=1[CH3:22])[C:15]([O:17][CH3:18])=[O:16])=O)(C)(C)C.[ClH:23].CO. Product: [ClH:23].[NH2:8][C@@H:9]1[CH2:11][C@H:10]1[C:12]1[CH:13]=[C:14]([CH:19]=[CH:20][C:21]=1[CH3:22])[C:15]([O:17][CH3:18])=[O:16]. The catalyst class is: 5. (3) Reactant: [Cl:1][C:2]1[C:10]2[C:5](=[CH:6][CH:7]=[C:8]([N+:11]([O-])=O)[CH:9]=2)[N:4]([CH2:14][CH2:15][N:16]2[CH2:20][CH2:19][CH2:18][CH2:17]2)[N:3]=1.[Cl-].[NH4+]. Product: [Cl:1][C:2]1[C:10]2[C:5](=[CH:6][CH:7]=[C:8]([NH2:11])[CH:9]=2)[N:4]([CH2:14][CH2:15][N:16]2[CH2:20][CH2:19][CH2:18][CH2:17]2)[N:3]=1. The catalyst class is: 186. (4) Reactant: [NH2:1][C:2]1[CH:3]=[C:4]([CH:9]=[CH:10][C:11]=1[NH2:12])[C:5]([O:7][CH3:8])=[O:6].[N:13]#[C:14]Br. Product: [NH2:13][C:14]1[NH:1][C:2]2[CH:3]=[C:4]([C:5]([O:7][CH3:8])=[O:6])[CH:9]=[CH:10][C:11]=2[N:12]=1. The catalyst class is: 192. (5) Reactant: [CH3:1][OH:2].[H-].[Na+].Cl[C:6]1[N:11]=[C:10]([C:12]2[C:20]([C:21]3[C:30]4[C:25](=[CH:26][CH:27]=[CH:28][CH:29]=4)[N:24]=[CH:23][CH:22]=3)=[C:15]3[CH:16]=[CH:17][CH:18]=[CH:19][N:14]3[N:13]=2)[CH:9]=[CH:8][CH:7]=1. Product: [CH3:1][O:2][C:6]1[N:11]=[C:10]([C:12]2[C:20]([C:21]3[C:30]4[C:25](=[CH:26][CH:27]=[CH:28][CH:29]=4)[N:24]=[CH:23][CH:22]=3)=[C:15]3[CH:16]=[CH:17][CH:18]=[CH:19][N:14]3[N:13]=2)[CH:9]=[CH:8][CH:7]=1. The catalyst class is: 3. (6) Reactant: [CH:1]([C:4]1[CH:9]=[CH:8][C:7]([SH:10])=[CH:6][CH:5]=1)([CH3:3])[CH3:2].Cl[CH2:12][C:13](=O)[CH3:14].C([O-])([O-])=O.[K+].[K+]. Product: [CH:1]([C:4]1[CH:5]=[CH:6][C:7]2[S:10][CH:12]=[C:13]([CH3:14])[C:8]=2[CH:9]=1)([CH3:3])[CH3:2]. The catalyst class is: 21. (7) Reactant: [CH3:1][S:2](Cl)(=[O:4])=[O:3].C(N(CC)CC)C.[CH2:13]([O:20][CH:21]1[CH2:24][CH:23]([CH2:25][OH:26])[CH2:22]1)[C:14]1[CH:19]=[CH:18][CH:17]=[CH:16][CH:15]=1. Product: [CH3:1][S:2]([O:26][CH2:25][CH:23]1[CH2:24][CH:21]([O:20][CH2:13][C:14]2[CH:19]=[CH:18][CH:17]=[CH:16][CH:15]=2)[CH2:22]1)(=[O:4])=[O:3]. The catalyst class is: 4. (8) Reactant: [F:1][C:2]1[CH:3]=[C:4]([CH:23]([CH2:30][CH3:31])[CH2:24][C:25]([O:27][CH2:28][CH3:29])=[O:26])[CH:5]=[C:6]([C@H:9]([OH:22])[CH2:10]OS(C2C=CC(C)=CC=2)(=O)=O)[C:7]=1[F:8].C(=O)([O-])[O-].[K+].[K+]. Product: [F:1][C:2]1[CH:3]=[C:4]([CH:23]([CH2:30][CH3:31])[CH2:24][C:25]([O:27][CH2:28][CH3:29])=[O:26])[CH:5]=[C:6]([C@H:9]2[CH2:10][O:22]2)[C:7]=1[F:8]. The catalyst class is: 8. (9) Reactant: Cl.[NH2:2][C:3]1[C:8]2[C:9]([C:24]3[CH:25]=[N:26][C:27]4[C:32]([CH:33]=3)=[CH:31][CH:30]=[CH:29][CH:28]=4)=[C:10]3[N:14]([C:7]=2[N:6]=[CH:5][N:4]=1)[CH2:13][C@@H:12]([NH:15]C(=O)OC(C)(C)C)[C:11]3=[CH2:23]. Product: [CH2:23]=[C:11]1[C:10]2[N:14]([C:7]3[N:6]=[CH:5][N:4]=[C:3]([NH2:2])[C:8]=3[C:9]=2[C:24]2[CH:25]=[N:26][C:27]3[C:32]([CH:33]=2)=[CH:31][CH:30]=[CH:29][CH:28]=3)[CH2:13][C@H:12]1[NH2:15]. The catalyst class is: 8.